From a dataset of Catalyst prediction with 721,799 reactions and 888 catalyst types from USPTO. Predict which catalyst facilitates the given reaction. (1) Reactant: [OH:1][C:2]1[CH:11]=[C:10]2[C:5]([CH:6]=[CH:7][CH:8]=[C:9]2[NH:12][C:13](=[O:19])[O:14][C:15]([CH3:18])([CH3:17])[CH3:16])=[CH:4][CH:3]=1.C(=O)([O-])[O-].[Cs+].[Cs+].I[CH2:27][CH3:28].O. Product: [CH2:27]([O:1][C:2]1[CH:11]=[C:10]2[C:5]([CH:6]=[CH:7][CH:8]=[C:9]2[NH:12][C:13](=[O:19])[O:14][C:15]([CH3:16])([CH3:18])[CH3:17])=[CH:4][CH:3]=1)[CH3:28]. The catalyst class is: 3. (2) Reactant: Cl[CH2:2][C:3]1[CH:28]=[CH:27][C:6]([O:7][CH2:8][C:9]2[N:10]=[C:11]([C:15]3[CH:20]=[CH:19][C:18]([CH2:21][C:22]([O:24][CH2:25][CH3:26])=[O:23])=[CH:17][CH:16]=3)[O:12][C:13]=2[CH3:14])=[C:5]([O:29][CH3:30])[CH:4]=1.Cl.[CH3:32][C:33]1[S:34][CH:35]=[C:36](/[CH:38]=[CH:39]/[C:40]2[C:41]([OH:51])=[N:42][N:43]([C:45]3[CH:50]=[CH:49][CH:48]=[CH:47][CH:46]=3)[CH:44]=2)[N:37]=1.C(=O)([O-])[O-].[K+].[K+].CN(C)C=O. Product: [CH3:30][O:29][C:5]1[CH:4]=[C:3]([CH2:2][O:51][C:41]2[C:40](/[CH:39]=[CH:38]/[C:36]3[N:37]=[C:33]([CH3:32])[S:34][CH:35]=3)=[CH:44][N:43]([C:45]3[CH:50]=[CH:49][CH:48]=[CH:47][CH:46]=3)[N:42]=2)[CH:28]=[CH:27][C:6]=1[O:7][CH2:8][C:9]1[N:10]=[C:11]([C:15]2[CH:16]=[CH:17][C:18]([CH2:21][C:22]([O:24][CH2:25][CH3:26])=[O:23])=[CH:19][CH:20]=2)[O:12][C:13]=1[CH3:14]. The catalyst class is: 6.